The task is: Predict the product of the given reaction.. This data is from Forward reaction prediction with 1.9M reactions from USPTO patents (1976-2016). (1) Given the reactants [C:1]([O:5][C:6]([NH:8][C:9]1[C:18]2[C:13](=[CH:14][CH:15]=[CH:16][CH:17]=2)[C:12]([O:19][C:20]2[CH:25]=[CH:24][N:23]=[C:22]([NH:26][C:27]3[CH:28]=[C:29]([CH:33]=[C:34]([C:36]#[CH:37])[CH:35]=3)[C:30]([OH:32])=O)[N:21]=2)=[CH:11][CH:10]=1)=[O:7])([CH3:4])([CH3:3])[CH3:2].CN(C(ON1N=[N:53][C:48]2[CH:49]=[CH:50][CH:51]=[N:52][C:47]1=2)=[N+](C)C)C.F[P-](F)(F)(F)(F)F.CCN([CH:68]([CH3:70])C)C(C)C.CN(C=[O:75])C, predict the reaction product. The product is: [C:36]([C:34]1[CH:35]=[C:27]([NH:26][C:22]2[N:21]=[C:20]([O:19][C:12]3[C:13]4[C:18](=[CH:17][CH:16]=[CH:15][CH:14]=4)[C:9]([NH:8][C:6](=[O:7])[O:5][C:1]([CH3:3])([CH3:4])[CH3:2])=[CH:10][CH:11]=3)[CH:25]=[CH:24][N:23]=2)[CH:28]=[C:29]([C:30](=[O:32])[NH:53][C@@H:48]([CH3:49])[CH2:47][N:52]2[CH2:51][CH2:50][O:75][CH2:68][CH2:70]2)[CH:33]=1)#[CH:37]. (2) Given the reactants [NH:1]1[CH2:6][CH:5]([C:7]([O:9][CH3:10])=[O:8])[CH2:4][CH:3]([C:11]([O:13][CH3:14])=[O:12])[CH2:2]1.C([O-])([O-])=O.[K+].[K+].[CH2:21](Br)[C:22]1[CH:27]=[CH:26][CH:25]=[CH:24][CH:23]=1, predict the reaction product. The product is: [CH2:21]([N:1]1[CH2:2][CH:3]([C:11]([O:13][CH3:14])=[O:12])[CH2:4][CH:5]([C:7]([O:9][CH3:10])=[O:8])[CH2:6]1)[C:22]1[CH:27]=[CH:26][CH:25]=[CH:24][CH:23]=1.